This data is from Catalyst prediction with 721,799 reactions and 888 catalyst types from USPTO. The task is: Predict which catalyst facilitates the given reaction. (1) Reactant: [CH3:1][O:2][C:3]([C:5]1[C:10]([NH2:11])=C[CH:8]=[CH:7][N:6]=1)=[O:4].C(O)(=O)C.[N:16]1[CH:21]=[CH:20][C:19]([CH:22]=O)=[CH:18][CH:17]=1.C([BH3-])#[N:25].[Na+]. Product: [CH3:1][O:2][C:3]([C:5]1[C:10]([NH:11][CH2:22][C:19]2[CH:18]=[CH:17][N:16]=[CH:21][CH:20]=2)=[N:25][CH:8]=[CH:7][N:6]=1)=[O:4]. The catalyst class is: 24. (2) Reactant: Cl[C:2]([O:4][C:5]1[CH:10]=[CH:9][CH:8]=[CH:7][CH:6]=1)=[O:3].[CH:11]1([S:16]([C:19]([C:22]2[CH:27]=[C:26]([N:28]3[CH2:33][CH2:32][O:31][CH2:30][C@@H:29]3[CH3:34])[N:25]=[C:24]([C:35]3[CH:41]=[CH:40][C:38]([NH2:39])=[CH:37][CH:36]=3)[N:23]=2)([CH3:21])[CH3:20])(=[O:18])=[O:17])[CH2:15][CH2:14][CH2:13][CH2:12]1.C(=O)([O-])O.[Na+]. Product: [CH:11]1([S:16]([C:19]([C:22]2[CH:27]=[C:26]([N:28]3[CH2:33][CH2:32][O:31][CH2:30][C@@H:29]3[CH3:34])[N:25]=[C:24]([C:35]3[CH:36]=[CH:37][C:38]([NH:39][C:2](=[O:3])[O:4][C:5]4[CH:10]=[CH:9][CH:8]=[CH:7][CH:6]=4)=[CH:40][CH:41]=3)[N:23]=2)([CH3:20])[CH3:21])(=[O:17])=[O:18])[CH2:12][CH2:13][CH2:14][CH2:15]1. The catalyst class is: 155. (3) Reactant: [I:1][C:2]1[CH:3]=[C:4]([C:20](O)=[O:21])[C:5](=[O:19])[N:6]([C:9]2[CH:14]=[CH:13][CH:12]=[C:11]([C:15]([F:18])([F:17])[F:16])[CH:10]=2)[C:7]=1[CH3:8].C(N1C=CN=C1)(N1C=CN=C1)=O.[CH3:35][N:36]([CH3:41])[CH2:37][CH2:38][CH2:39][NH2:40].O. Product: [CH3:35][N:36]([CH3:41])[CH2:37][CH2:38][CH2:39][NH:40][C:20]([C:4]1[C:5](=[O:19])[N:6]([C:9]2[CH:14]=[CH:13][CH:12]=[C:11]([C:15]([F:16])([F:18])[F:17])[CH:10]=2)[C:7]([CH3:8])=[C:2]([I:1])[CH:3]=1)=[O:21]. The catalyst class is: 3. (4) Reactant: [F:1][CH2:2][CH:3]([OH:6])[CH2:4][F:5].[Li+].C[Si]([N-][Si](C)(C)C)(C)C.F[C:18]1[CH:19]=[C:20]([CH:23]=[CH:24][C:25]=1[N+:26]([O-:28])=[O:27])[C:21]#[N:22]. Product: [F:1][CH2:2][CH:3]([CH2:4][F:5])[O:6][C:24]1[CH:23]=[C:20]([CH:19]=[CH:18][C:25]=1[N+:26]([O-:28])=[O:27])[C:21]#[N:22]. The catalyst class is: 20. (5) Reactant: [CH2:1]([N:8]([CH2:23][C:24]1[CH:29]=[CH:28][CH:27]=[CH:26][CH:25]=1)[C@@H:9]([CH2:12][C:13]1[CH:18]=[CH:17][C:16]([C:19]([F:22])([F:21])[F:20])=[CH:15][CH:14]=1)[CH:10]=[O:11])[C:2]1[CH:7]=[CH:6][CH:5]=[CH:4][CH:3]=1.[CH3:30][Mg]Br.[Cl-].[NH4+]. Product: [CH2:23]([N:8]([CH2:1][C:2]1[CH:7]=[CH:6][CH:5]=[CH:4][CH:3]=1)[C@@H:9]([CH2:12][C:13]1[CH:18]=[CH:17][C:16]([C:19]([F:22])([F:21])[F:20])=[CH:15][CH:14]=1)[C@H:10]([OH:11])[CH3:30])[C:24]1[CH:25]=[CH:26][CH:27]=[CH:28][CH:29]=1. The catalyst class is: 28. (6) The catalyst class is: 2. Reactant: CCN(C(C)C)C(C)C.Cl.[Cl:11][C:12]1[CH:13]=[CH:14][C:15]([S:20]([CH2:23][CH3:24])(=[O:22])=[O:21])=[C:16]([CH:19]=1)[CH2:17][NH2:18].[F:25][C:26]([F:37])([F:36])[C:27]1[CH:28]=[C:29]([CH:33]=[CH:34][CH:35]=1)[C:30](O)=[O:31]. Product: [Cl:11][C:12]1[CH:13]=[CH:14][C:15]([S:20]([CH2:23][CH3:24])(=[O:22])=[O:21])=[C:16]([CH:19]=1)[CH2:17][NH:18][C:30](=[O:31])[C:29]1[CH:33]=[CH:34][CH:35]=[C:27]([C:26]([F:25])([F:36])[F:37])[CH:28]=1.